This data is from Forward reaction prediction with 1.9M reactions from USPTO patents (1976-2016). The task is: Predict the product of the given reaction. (1) Given the reactants [Cl:1][C:2]1[CH:3]=[C:4]([CH:18]=[C:19]([O:21][CH2:22][C:23]2[CH:28]=[C:27]([Cl:29])[CH:26]=[C:25]([Cl:30])[CH:24]=2)[CH:20]=1)[C:5]([NH:7][CH2:8][C:9]1[CH:14]=[CH:13][C:12]([C:15]#[N:16])=[CH:11][C:10]=1[OH:17])=[O:6].I[CH2:32][C:33]([NH2:35])=[O:34], predict the reaction product. The product is: [C:33]([CH2:32][O:17][C:10]1[CH:11]=[C:12]([C:15]#[N:16])[CH:13]=[CH:14][C:9]=1[CH2:8][NH:7][C:5](=[O:6])[C:4]1[CH:18]=[C:19]([O:21][CH2:22][C:23]2[CH:24]=[C:25]([Cl:30])[CH:26]=[C:27]([Cl:29])[CH:28]=2)[CH:20]=[C:2]([Cl:1])[CH:3]=1)(=[O:34])[NH2:35]. (2) Given the reactants C(Cl)(=O)C(Cl)=O.CS(C)=O.[CH2:11]([N:18]1[C:23]([CH2:25][OH:26])([CH3:24])[CH2:22][O:21][C:20]([CH3:28])([CH3:27])[C:19]1=[O:29])[C:12]1[CH:17]=[CH:16][CH:15]=[CH:14][CH:13]=1.C(N(CC)CC)C, predict the reaction product. The product is: [CH2:11]([N:18]1[C:19](=[O:29])[C:20]([CH3:27])([CH3:28])[O:21][CH2:22][C:23]1([CH3:24])[CH:25]=[O:26])[C:12]1[CH:17]=[CH:16][CH:15]=[CH:14][CH:13]=1. (3) Given the reactants [CH3:1][O:2][C:3](=[O:17])[CH2:4][C:5]1[CH:10]=[CH:9][CH:8]=[C:7]([S:11]C(=O)N(C)C)[CH:6]=1.[OH-].[K+].CO, predict the reaction product. The product is: [CH3:1][O:2][C:3](=[O:17])[CH2:4][C:5]1[CH:10]=[CH:9][CH:8]=[C:7]([SH:11])[CH:6]=1. (4) Given the reactants [Cl:1][C:2]1[C:7]([I:8])=[CH:6][C:5]([NH:9][CH:10]([CH3:15])[C:11]([O:13]C)=[O:12])=[C:4]([O:16][CH3:17])[CH:3]=1.O1CCCC1.O[Li].O, predict the reaction product. The product is: [Cl:1][C:2]1[C:7]([I:8])=[CH:6][C:5]([NH:9][CH:10]([CH3:15])[C:11]([OH:13])=[O:12])=[C:4]([O:16][CH3:17])[CH:3]=1.